This data is from Reaction yield outcomes from USPTO patents with 853,638 reactions. The task is: Predict the reaction yield, written as a fraction of the theoretical maximum amount of product (1.0 means a 100% yield; for example, 0.34 means a 34% yield). (1) The reactants are [CH2:1]([C:3]1[CH:7]=[C:6]([C:8]([OH:10])=O)[N:5]([CH3:11])[N:4]=1)[CH3:2].O1CCCC1.S(Cl)(Cl)=O.[NH2:21][C:22]1[CH:23]=[C:24]([CH:41]=[CH:42][C:43]=1[Cl:44])[O:25][C:26]1[CH:27]=[CH:28][C:29]2[N:30]([N:32]=[C:33]([NH:35][C:36]([CH:38]3[CH2:40][CH2:39]3)=[O:37])[N:34]=2)[CH:31]=1. The catalyst is CN(C)C=O.CN(C)C(=O)C. The product is [Cl:44][C:43]1[CH:42]=[CH:41][C:24]([O:25][C:26]2[CH:27]=[CH:28][C:29]3[N:30]([N:32]=[C:33]([NH:35][C:36]([CH:38]4[CH2:40][CH2:39]4)=[O:37])[N:34]=3)[CH:31]=2)=[CH:23][C:22]=1[NH:21][C:8]([C:6]1[N:5]([CH3:11])[N:4]=[C:3]([CH2:1][CH3:2])[CH:7]=1)=[O:10]. The yield is 0.280. (2) The reactants are [N:1]1([C:7]2[N:12]3[N:13]=[CH:14][C:15]([C:16]4[CH:21]=[CH:20][CH:19]=[CH:18][N:17]=4)=[C:11]3[N:10]=[C:9]([NH:22][NH2:23])[CH:8]=2)[CH2:6][CH2:5][O:4][CH2:3][CH2:2]1.[CH:24]([C:26]1[C:34]2[C:29](=[CH:30][CH:31]=[CH:32][CH:33]=2)[NH:28][CH:27]=1)=O.C(O)(=O)C. The yield is 0.510. The product is [NH:28]1[C:29]2[C:34](=[CH:33][CH:32]=[CH:31][CH:30]=2)[C:26]([CH:24]=[N:23][NH:22][C:9]2[CH:8]=[C:7]([N:1]3[CH2:6][CH2:5][O:4][CH2:3][CH2:2]3)[N:12]3[N:13]=[CH:14][C:15]([C:16]4[CH:21]=[CH:20][CH:19]=[CH:18][N:17]=4)=[C:11]3[N:10]=2)=[CH:27]1. The catalyst is C(O)C.